From a dataset of Forward reaction prediction with 1.9M reactions from USPTO patents (1976-2016). Predict the product of the given reaction. (1) The product is: [C:1]([O:5][C:6](=[O:23])[NH:7][C@@H:8]([CH:21]=[CH2:22])[CH2:9][N:10]1[C:14]2[N:15]=[CH:16][N:17]=[C:18]([NH2:19])[C:13]=2[C:12]([C:26]2[CH:25]=[N:24][C:33]3[C:28]([CH:27]=2)=[CH:29][CH:30]=[CH:31][CH:32]=3)=[CH:11]1)([CH3:4])([CH3:3])[CH3:2]. Given the reactants [C:1]([O:5][C:6](=[O:23])[NH:7][C@@H:8]([CH:21]=[CH2:22])[CH2:9][N:10]1[C:14]2[N:15]=[CH:16][N:17]=[C:18]([NH2:19])[C:13]=2[C:12](I)=[CH:11]1)([CH3:4])([CH3:3])[CH3:2].[N:24]1[C:33]2[C:28](=[CH:29][CH:30]=[CH:31][CH:32]=2)[CH:27]=[C:26](B(O)O)[CH:25]=1.C(=O)([O-])[O-].[Cs+].[Cs+].COCCOC, predict the reaction product. (2) Given the reactants [CH2:1]([C:3]1[S:7][C:6]([C:8](=[O:10])[CH3:9])=[CH:5][C:4]=1[C:11]1[CH:16]=[CH:15][C:14]([CH3:17])=[CH:13][CH:12]=1)[CH3:2].[CH3:18][C:19]1[CH:20]=[C:21]([CH:24]=[C:25]([CH3:28])[C:26]=1[OH:27])[CH:22]=O, predict the reaction product. The product is: [CH2:1]([C:3]1[S:7][C:6]([C:8](=[O:10])[CH2:9][CH2:22][C:21]2[CH:24]=[C:25]([CH3:28])[C:26]([OH:27])=[C:19]([CH3:18])[CH:20]=2)=[CH:5][C:4]=1[C:11]1[CH:12]=[CH:13][C:14]([CH3:17])=[CH:15][CH:16]=1)[CH3:2]. (3) The product is: [CH3:1][O:2][C:3]([C:5]1[CH:10]=[N:9][C:8]([Br:27])=[C:7]([C:12]2[CH:17]=[CH:16][C:15]([Cl:18])=[CH:14][CH:13]=2)[N:6]=1)=[O:4]. Given the reactants [CH3:1][O:2][C:3]([C:5]1[CH:10]=[N:9][C:8](N)=[C:7]([C:12]2[CH:17]=[CH:16][C:15]([Cl:18])=[CH:14][CH:13]=2)[N:6]=1)=[O:4].C(ON=O)CC(C)C.[Br:27]CBr.C[Si](C)(C)Br, predict the reaction product. (4) The product is: [CH2:18]([O:17][C:15](=[O:16])[C:14]([C:12]#[N:13])=[C:9]([C:6]1[CH:7]=[CH:8][C:3]([O:2][CH3:1])=[CH:4][CH:5]=1)[CH3:10])[CH3:19]. Given the reactants [CH3:1][O:2][C:3]1[CH:8]=[CH:7][C:6]([C:9](=O)[CH3:10])=[CH:5][CH:4]=1.[C:12]([CH2:14][C:15]([O:17][CH2:18][CH3:19])=[O:16])#[N:13].C([O-])(=O)C.[NH4+], predict the reaction product.